This data is from Full USPTO retrosynthesis dataset with 1.9M reactions from patents (1976-2016). The task is: Predict the reactants needed to synthesize the given product. Given the product [NH3:2].[CH2:57]([Cl:59])[Cl:58].[CH3:1][N:2]([CH3:7])[CH2:3][CH2:4][CH2:5][O:6][C:18]1[CH:17]=[CH:16][C:15]([CH2:14][N:8]2[CH2:13][CH2:12][CH2:11][CH2:10][CH2:9]2)=[CH:20][CH:19]=1, predict the reactants needed to synthesize it. The reactants are: [CH3:1][N:2]([CH3:7])[CH2:3][CH2:4][CH2:5][OH:6].[N:8]1([CH2:14][C:15]2[CH:20]=[CH:19][C:18](O)=[CH:17][CH:16]=2)[CH2:13][CH2:12][CH2:11][CH2:10][CH2:9]1.C1(P(C2C=CC=CC=2)C2C=CC=CC=2)C=CC=CC=1.CC(OC(/N=N/C(OC(C)(C)C)=O)=O)(C)C.[CH2:57]([Cl:59])[Cl:58].